Dataset: Forward reaction prediction with 1.9M reactions from USPTO patents (1976-2016). Task: Predict the product of the given reaction. (1) The product is: [NH2:27][CH2:14][C@@H:12]([OH:13])[CH2:11][N:6]1[C:7]2[C:3](=[C:2]([Cl:1])[CH:10]=[CH:9][CH:8]=2)[C:4]([C:15]([NH:17][CH2:18][CH:19]2[CH2:20][CH2:21][C:22]([F:26])([F:25])[CH2:23][CH2:24]2)=[O:16])=[CH:5]1. Given the reactants [Cl:1][C:2]1[CH:10]=[CH:9][CH:8]=[C:7]2[C:3]=1[C:4]([C:15]([NH:17][CH2:18][CH:19]1[CH2:24][CH2:23][C:22]([F:26])([F:25])[CH2:21][CH2:20]1)=[O:16])=[CH:5][N:6]2[CH2:11][C@H:12]1[CH2:14][O:13]1.[NH4+:27].[OH-], predict the reaction product. (2) Given the reactants [CH3:1][O:2][C:3]1[CH:8]=[CH:7][C:6]([NH:9][NH2:10])=[CH:5][CH:4]=1.[C:11]([CH2:17][C:18]#[N:19])(=O)[C:12]([CH3:15])([CH3:14])[CH3:13], predict the reaction product. The product is: [C:12]([C:11]1[CH:17]=[C:18]([NH2:19])[N:9]([C:6]2[CH:7]=[CH:8][C:3]([O:2][CH3:1])=[CH:4][CH:5]=2)[N:10]=1)([CH3:15])([CH3:14])[CH3:13]. (3) Given the reactants [CH3:1][C:2]1([C:14]([O-:16])=[O:15])[CH2:6][CH2:5][N:4]([C:7]([O:9][C:10]([CH3:13])([CH3:12])[CH3:11])=[O:8])[CH2:3]1.[Li+].CC([N-]C(C)C)C.CCCCCCC.C1C[O:35][CH2:34]C1.[CH2:37](C1C=CC=CC=1)C.BrCOC, predict the reaction product. The product is: [CH3:34][O:35][CH2:1][C:2]1([C:14]([O:16][CH3:37])=[O:15])[CH2:6][CH2:5][N:4]([C:7]([O:9][C:10]([CH3:11])([CH3:12])[CH3:13])=[O:8])[CH2:3]1. (4) Given the reactants [Br:1][C:2]1[C:3]([F:13])=[CH:4][C:5]([CH3:12])=[C:6]([CH2:8][C:9]([OH:11])=O)[CH:7]=1.C(N1C=CN=C1)(N1C=CN=C1)=O.C(N(CC)CC)C.Cl.[CH3:34][O:35][C:36]([C:38]1([NH2:46])[CH2:43][CH2:42][N:41]([O:44][CH3:45])[CH2:40][CH2:39]1)=[O:37], predict the reaction product. The product is: [CH3:34][O:35][C:36]([C:38]1([NH:46][C:9](=[O:11])[CH2:8][C:6]2[CH:7]=[C:2]([Br:1])[C:3]([F:13])=[CH:4][C:5]=2[CH3:12])[CH2:43][CH2:42][N:41]([O:44][CH3:45])[CH2:40][CH2:39]1)=[O:37]. (5) Given the reactants Br[C:2]1[CH:7]=[CH:6][C:5]([O:8][CH3:9])=[CH:4][C:3]=1[CH:10]([OH:15])[C:11]([F:14])([F:13])[F:12].[CH3:16][C:17]1[CH:18]=[N:19][NH:20][CH:21]=1.C([O-])([O-])=O.[K+].[K+].CN[C@@H]1CCCC[C@H]1NC, predict the reaction product. The product is: [F:12][C:11]([F:14])([F:13])[CH:10]([C:3]1[CH:4]=[C:5]([O:8][CH3:9])[CH:6]=[CH:7][C:2]=1[N:19]1[CH:18]=[C:17]([CH3:16])[CH:21]=[N:20]1)[OH:15]. (6) Given the reactants [OH:1][CH2:2][C:3]1[CH:4]=[C:5]([S:9]([NH2:12])(=[O:11])=[O:10])[CH:6]=[CH:7][CH:8]=1.[H-].[Na+].[CH3:15][Si:16]([CH3:23])([CH3:22])[CH2:17][CH2:18][O:19][CH2:20]Cl.P([O-])([O-])([O-])=O, predict the reaction product. The product is: [OH:1][CH2:2][C:3]1[CH:4]=[C:5]([S:9]([N:12]([CH2:20][O:19][CH2:18][CH2:17][Si:16]([CH3:23])([CH3:22])[CH3:15])[CH2:20][O:19][CH2:18][CH2:17][Si:16]([CH3:23])([CH3:22])[CH3:15])(=[O:10])=[O:11])[CH:6]=[CH:7][CH:8]=1. (7) Given the reactants [NH2:1][C:2]1[C:3]2[S:20][C:19](=[O:21])O[C:4]=2[N:5]=[C:6]([S:8][CH2:9][C:10]2[CH:15]=[CH:14][CH:13]=[C:12]([F:16])[C:11]=2[F:17])[N:7]=1.[Cl-].C(N(CC)C1C=CC=CC=1)C.P(Cl)(Cl)([Cl:36])=O, predict the reaction product. The product is: [Cl:36][C:4]1[C:3]2[S:20][C:19](=[O:21])[NH:1][C:2]=2[N:7]=[C:6]([S:8][CH2:9][C:10]2[CH:15]=[CH:14][CH:13]=[C:12]([F:16])[C:11]=2[F:17])[N:5]=1.